This data is from Peptide-MHC class I binding affinity with 185,985 pairs from IEDB/IMGT. The task is: Regression. Given a peptide amino acid sequence and an MHC pseudo amino acid sequence, predict their binding affinity value. This is MHC class I binding data. (1) The peptide sequence is EVRIPVDLV. The MHC is HLA-A02:01 with pseudo-sequence HLA-A02:01. The binding affinity (normalized) is 0. (2) The peptide sequence is YTENTSSYY. The MHC is HLA-B51:01 with pseudo-sequence HLA-B51:01. The binding affinity (normalized) is 0.0847. (3) The peptide sequence is QAHMGIAGL. The MHC is HLA-A02:19 with pseudo-sequence HLA-A02:19. The binding affinity (normalized) is 0.0847. (4) The peptide sequence is MQLPQGGAF. The MHC is HLA-B15:02 with pseudo-sequence HLA-B15:02. The binding affinity (normalized) is 0.706. (5) The peptide sequence is APKEFRGAL. The MHC is HLA-B15:17 with pseudo-sequence HLA-B15:17. The binding affinity (normalized) is 0.0847. (6) The peptide sequence is LPNRRHHLI. The MHC is HLA-B15:17 with pseudo-sequence HLA-B15:17. The binding affinity (normalized) is 0.0847.